Dataset: Full USPTO retrosynthesis dataset with 1.9M reactions from patents (1976-2016). Task: Predict the reactants needed to synthesize the given product. (1) Given the product [CH2:1]([NH:3][C:4]1[C:9]([NH2:10])=[CH:8][CH:7]=[CH:6][N:5]=1)[CH3:2], predict the reactants needed to synthesize it. The reactants are: [CH2:1]([NH:3][C:4]1[C:9]([N+:10]([O-])=O)=[CH:8][CH:7]=[CH:6][N:5]=1)[CH3:2].NN. (2) Given the product [N:1]1[C:10]2[C:5](=[CH:6][CH:7]=[C:8]([CH2:11][C:12]([NH2:16])=[O:14])[CH:9]=2)[CH:4]=[CH:3][CH:2]=1, predict the reactants needed to synthesize it. The reactants are: [N:1]1[C:10]2[C:5](=[CH:6][CH:7]=[C:8]([CH2:11][C:12]([O:14]C)=O)[CH:9]=2)[CH:4]=[CH:3][CH:2]=1.[NH3:16]. (3) Given the product [CH3:13][O:10][C:9](=[O:11])[CH:8]=[CH:7][C:6]1[CH:5]=[CH:4][C:3]([OH:12])=[CH:2][CH:1]=1, predict the reactants needed to synthesize it. The reactants are: [CH:1]1[C:6](/[CH:7]=[CH:8]/[C:9]([OH:11])=[O:10])=[CH:5][CH:4]=[C:3]([OH:12])[CH:2]=1.[CH3:13]O. (4) Given the product [Br:1][C:2]1[CH:7]=[CH:6][C:5]([NH:8][C:9]([NH2:11])=[S:10])=[CH:4][CH:3]=1, predict the reactants needed to synthesize it. The reactants are: [Br:1][C:2]1[CH:7]=[CH:6][C:5]([N:8]=[C:9]=[S:10])=[CH:4][CH:3]=1.[NH3:11]. (5) Given the product [F:1][C:2]1[CH:7]=[CH:6][C:5]([C:8]([F:11])([F:10])[F:9])=[CH:4][C:3]=1[NH:12][C:13](=[O:14])[NH:15][C:16]1[CH:17]=[C:18]([CH:30]=[CH:31][CH:32]=1)[CH2:19][CH2:20][NH:21][C:22]1[C:23]([C:27]([NH2:29])=[O:28])=[N:24][NH:25][CH:26]=1, predict the reactants needed to synthesize it. The reactants are: [F:1][C:2]1[CH:7]=[CH:6][C:5]([C:8]([F:11])([F:10])[F:9])=[CH:4][C:3]=1[N:12]=[C:13]=[O:14].[NH2:15][C:16]1[CH:17]=[C:18]([CH:30]=[CH:31][CH:32]=1)[CH2:19][CH2:20][NH:21][C:22]1[C:23]([C:27]([NH2:29])=[O:28])=[N:24][NH:25][CH:26]=1. (6) Given the product [CH2:22]([C:26]1[N:27]([CH2:35][C:36]2[CH:41]=[CH:40][C:39]([C:42]3[CH:47]=[CH:46][CH:45]=[CH:44][C:43]=3[C:48]3[NH:52][N:51]=[N:50][N:49]=3)=[CH:38][CH:37]=2)[C:28]([C:32]([O:34][CH:18]([O:17][C:1]([O:2][CH2:3][CH2:4][CH2:5][CH2:6][C@@H:7]([O:13][N+:14]([O-:16])=[O:15])[CH2:8][O:9][N+:10]([O-:12])=[O:11])=[O:21])[CH3:19])=[O:33])=[C:29]([Cl:31])[N:30]=1)[CH2:23][CH2:24][CH3:25], predict the reactants needed to synthesize it. The reactants are: [C:1](=[O:21])([O:17][CH:18](Cl)[CH3:19])[O:2][CH2:3][CH2:4][CH2:5][CH2:6][C@@H:7]([O:13][N+:14]([O-:16])=[O:15])[CH2:8][O:9][N+:10]([O-:12])=[O:11].[CH2:22]([C:26]1[N:27]([CH2:35][C:36]2[CH:41]=[CH:40][C:39]([C:42]3[CH:47]=[CH:46][CH:45]=[CH:44][C:43]=3[C:48]3[N:52](C(C4C=CC=CC=4)(C4C=CC=CC=4)C4C=CC=CC=4)[N:51]=[N:50][N:49]=3)=[CH:38][CH:37]=2)[C:28]([C:32]([OH:34])=[O:33])=[C:29]([Cl:31])[N:30]=1)[CH2:23][CH2:24][CH3:25].C([O-])([O-])=O.[Cs+].[Cs+].O.